Task: Regression. Given two drug SMILES strings and cell line genomic features, predict the synergy score measuring deviation from expected non-interaction effect.. Dataset: Merck oncology drug combination screen with 23,052 pairs across 39 cell lines (1) Drug 1: COc1cccc2c1C(=O)c1c(O)c3c(c(O)c1C2=O)CC(O)(C(=O)CO)CC3OC1CC(N)C(O)C(C)O1. Drug 2: NC(=O)c1cccc2cn(-c3ccc(C4CCCNC4)cc3)nc12. Cell line: ES2. Synergy scores: synergy=-14.3. (2) Drug 1: CCC1=CC2CN(C1)Cc1c([nH]c3ccccc13)C(C(=O)OC)(c1cc3c(cc1OC)N(C)C1C(O)(C(=O)OC)C(OC(C)=O)C4(CC)C=CCN5CCC31C54)C2. Drug 2: CS(=O)(=O)CCNCc1ccc(-c2ccc3ncnc(Nc4ccc(OCc5cccc(F)c5)c(Cl)c4)c3c2)o1. Cell line: SKOV3. Synergy scores: synergy=18.0. (3) Drug 1: Cn1nnc2c(C(N)=O)ncn2c1=O. Drug 2: NC1CCCCC1N.O=C(O)C(=O)O.[Pt+2]. Cell line: NCIH520. Synergy scores: synergy=-8.76. (4) Drug 1: CCN(CC)CCNC(=O)c1c(C)[nH]c(C=C2C(=O)Nc3ccc(F)cc32)c1C. Drug 2: CNC(=O)c1cc(Oc2ccc(NC(=O)Nc3ccc(Cl)c(C(F)(F)F)c3)cc2)ccn1. Cell line: MDAMB436. Synergy scores: synergy=-7.51. (5) Drug 1: CC1(c2nc3c(C(N)=O)cccc3[nH]2)CCCN1. Drug 2: CCc1c2c(nc3ccc(O)cc13)-c1cc3c(c(=O)n1C2)COC(=O)C3(O)CC. Synergy scores: synergy=20.1. Cell line: SKMES1. (6) Drug 1: CN(C)C(=N)N=C(N)N. Drug 2: COC1CC2CCC(C)C(O)(O2)C(=O)C(=O)N2CCCCC2C(=O)OC(C(C)CC2CCC(OP(C)(C)=O)C(OC)C2)CC(=O)C(C)C=C(C)C(O)C(OC)C(=O)C(C)CC(C)C=CC=CC=C1C. Cell line: VCAP. Synergy scores: synergy=10.5. (7) Drug 1: N#Cc1ccc(Cn2cncc2CN2CCN(c3cccc(Cl)c3)C(=O)C2)cc1. Drug 2: O=C(O)C1(Cc2cccc(Nc3nccs3)n2)CCC(Oc2cccc(Cl)c2F)CC1. Cell line: UWB1289BRCA1. Synergy scores: synergy=3.77. (8) Drug 1: CCC1(O)CC2CN(CCc3c([nH]c4ccccc34)C(C(=O)OC)(c3cc4c(cc3OC)N(C)C3C(O)(C(=O)OC)C(OC(C)=O)C5(CC)C=CCN6CCC43C65)C2)C1. Drug 2: O=C(CCCCCCC(=O)Nc1ccccc1)NO. Cell line: LNCAP. Synergy scores: synergy=10.4. (9) Drug 1: O=S1(=O)NC2(CN1CC(F)(F)F)C1CCC2Cc2cc(C=CCN3CCC(C(F)(F)F)CC3)ccc2C1. Drug 2: COc1cccc2c1C(=O)c1c(O)c3c(c(O)c1C2=O)CC(O)(C(=O)CO)CC3OC1CC(N)C(O)C(C)O1. Cell line: UWB1289. Synergy scores: synergy=-17.3. (10) Drug 1: CN1C(=O)C=CC2(C)C3CCC4(C)C(NC(=O)OCC(F)(F)F)CCC4C3CCC12. Drug 2: COC1CC2CCC(C)C(O)(O2)C(=O)C(=O)N2CCCCC2C(=O)OC(C(C)CC2CCC(OP(C)(C)=O)C(OC)C2)CC(=O)C(C)C=C(C)C(O)C(OC)C(=O)C(C)CC(C)C=CC=CC=C1C. Cell line: NCIH23. Synergy scores: synergy=3.77.